From a dataset of Forward reaction prediction with 1.9M reactions from USPTO patents (1976-2016). Predict the product of the given reaction. (1) Given the reactants [CH2:1]([CH:8]1[CH2:13][CH2:12][N:11]([C:14](=[O:19])[C:15]([F:18])([F:17])[F:16])[CH2:10][CH2:9]1)[C:2]1[CH:7]=[CH:6][CH:5]=[CH:4][CH:3]=1.[C:20](Cl)(=[O:24])[CH:21]([CH3:23])[CH3:22].[Cl-].[Al+3].[Cl-].[Cl-], predict the reaction product. The product is: [C:20]([C:5]1[CH:4]=[CH:3][C:2]([CH2:1][CH:8]2[CH2:13][CH2:12][N:11]([C:14](=[O:19])[C:15]([F:18])([F:16])[F:17])[CH2:10][CH2:9]2)=[CH:7][CH:6]=1)(=[O:24])[CH:21]([CH3:23])[CH3:22]. (2) The product is: [CH2:36]([O:35][C:33]([C:31]1[N:32]=[C:28]([C:9]2[CH:18]=[C:17]3[C:12]([CH2:13][CH2:14][N:15]([C:19]([O:21][C:22]([CH3:23])([CH3:24])[CH3:25])=[O:20])[CH2:16]3)=[CH:11][CH:10]=2)[S:29][CH:30]=1)=[O:34])[CH3:37]. Given the reactants CC1(C)C(C)(C)OB([C:9]2[CH:18]=[C:17]3[C:12]([CH2:13][CH2:14][N:15]([C:19]([O:21][C:22]([CH3:25])([CH3:24])[CH3:23])=[O:20])[CH2:16]3)=[CH:11][CH:10]=2)O1.Br[C:28]1[S:29][CH:30]=[C:31]([C:33]([O:35][CH2:36][CH3:37])=[O:34])[N:32]=1, predict the reaction product. (3) Given the reactants Br[CH2:2][C:3]([CH3:5])=[CH2:4].C(=O)([O-])[O-].[Cs+].[Cs+].[CH3:12][C:13]1[CH:14]=[C:15]([C:22]2[CH:23]=[N:24][NH:25][CH:26]=2)[CH:16]=[C:17]([N+:19]([O-:21])=[O:20])[CH:18]=1, predict the reaction product. The product is: [CH3:12][C:13]1[CH:14]=[C:15]([C:22]2[CH:26]=[N:25][N:24]([CH2:4][C:3]([CH3:5])=[CH2:2])[CH:23]=2)[CH:16]=[C:17]([N+:19]([O-:21])=[O:20])[CH:18]=1. (4) Given the reactants [CH3:1][O:2][C:3](=[O:22])[C:4]1[CH:9]=[C:8]([OH:10])[CH:7]=[CH:6][C:5]=1[NH:11][S:12]([C:15]1[CH:20]=[CH:19][C:18]([CH3:21])=[CH:17][CH:16]=1)(=[O:14])=[O:13].C([O-])([O-])=O.[K+].[K+].[CH2:29]([O:36][C:37]1[CH:42]=[C:41](F)[CH:40]=[CH:39][C:38]=1[N+:44]([O-:46])=[O:45])[C:30]1[CH:35]=[CH:34][CH:33]=[CH:32][CH:31]=1, predict the reaction product. The product is: [CH3:1][O:2][C:3](=[O:22])[C:4]1[CH:9]=[C:8]([O:10][C:41]2[CH:40]=[CH:39][C:38]([N+:44]([O-:46])=[O:45])=[C:37]([O:36][CH2:29][C:30]3[CH:35]=[CH:34][CH:33]=[CH:32][CH:31]=3)[CH:42]=2)[CH:7]=[CH:6][C:5]=1[NH:11][S:12]([C:15]1[CH:16]=[CH:17][C:18]([CH3:21])=[CH:19][CH:20]=1)(=[O:14])=[O:13]. (5) Given the reactants [CH3:1][O:2][C:3]1[CH:4]=[C:5]2[C:10](=[CH:11][C:12]=1[O:13][CH3:14])[N:9]=[CH:8][CH:7]=[C:6]2[O:15][C:16]1[CH:21]=[CH:20][C:19]([N+:22]([O-])=O)=[CH:18][CH:17]=1.CCO, predict the reaction product. The product is: [CH3:1][O:2][C:3]1[CH:4]=[C:5]2[C:10](=[CH:11][C:12]=1[O:13][CH3:14])[N:9]=[CH:8][CH:7]=[C:6]2[O:15][C:16]1[CH:21]=[CH:20][C:19]([NH2:22])=[CH:18][CH:17]=1. (6) Given the reactants [CH3:1][C:2]1[CH:11]=[CH:10][CH:9]=[C:8]2[C:3]=1[C:4](=[O:38])[N:5]([C:32]1[CH:37]=[CH:36][CH:35]=[CH:34][CH:33]=1)[C:6]([CH:12]([O:14][C:15]1[N:23]=[CH:22][N:21]=[C:20]3[C:16]=1[N:17]=[CH:18][N:19]3COCC[Si](C)(C)C)[CH3:13])=[N:7]2, predict the reaction product. The product is: [CH3:1][C:2]1[CH:11]=[CH:10][CH:9]=[C:8]2[C:3]=1[C:4](=[O:38])[N:5]([C:32]1[CH:37]=[CH:36][CH:35]=[CH:34][CH:33]=1)[C:6]([CH:12]([O:14][C:15]1[N:23]=[CH:22][N:21]=[C:20]3[C:16]=1[N:17]=[CH:18][NH:19]3)[CH3:13])=[N:7]2.